Dataset: Reaction yield outcomes from USPTO patents with 853,638 reactions. Task: Predict the reaction yield, written as a fraction of the theoretical maximum amount of product (1.0 means a 100% yield; for example, 0.34 means a 34% yield). (1) The reactants are [C:1]([C:9]1[CH:14]=[CH:13][CH:12]=[CH:11][CH:10]=1)(=O)[C:2]1[CH:7]=[CH:6][CH:5]=[CH:4][CH:3]=1.[OH-].[K+].[C:17](#[N:19])[CH3:18]. No catalyst specified. The product is [C:2]1([C:1]([C:9]2[CH:14]=[CH:13][CH:12]=[CH:11][CH:10]=2)=[CH:18][C:17]#[N:19])[CH:7]=[CH:6][CH:5]=[CH:4][CH:3]=1. The yield is 0.733. (2) The reactants are C([C:4]1[C:5]([S:10][CH2:11][CH2:12][C:13]([OH:15])=O)=[N:6][CH:7]=[CH:8][CH:9]=1)(O)=O.C([O-])(=O)C.[Na+].C(OC(=O)C)(=O)C. No catalyst specified. The product is [S:10]1[C:5]2=[N:6][CH:7]=[CH:8][CH:9]=[C:4]2[C:13](=[O:15])[CH2:12][CH2:11]1. The yield is 0.270. (3) The reactants are [C:1]([C:4]1[CH:9]=[CH:8][CH:7]=[CH:6][CH:5]=1)(=[O:3])[CH3:2].C(O)(=O)C.[Br:14]Br. No catalyst specified. The product is [Br:14][CH2:2][C:1]([C:4]1[CH:9]=[CH:8][CH:7]=[CH:6][CH:5]=1)=[O:3]. The yield is 0.410.